From a dataset of Reaction yield outcomes from USPTO patents with 853,638 reactions. Predict the reaction yield, written as a fraction of the theoretical maximum amount of product (1.0 means a 100% yield; for example, 0.34 means a 34% yield). The reactants are C(OC([NH:7][C:8]1[CH:13]=[CH:12][N:11]([C@H:14]2[C:18]([F:20])([F:19])[C@H:17]([O:21]C(OCC=C)=O)[C@@H:16]([CH2:28][O:29][C:30](=[O:39])[CH2:31][CH2:32][C:33]3[CH:38]=[CH:37][CH:36]=[CH:35][CH:34]=3)[O:15]2)[C:10](=[O:40])[N:9]=1)=O)C=C.C1(P(C2C=CC=CC=2)C2C=CC=CC=2)C=CC=CC=1.C(CN)O.C(O)=O. The catalyst is C1COCC1.CC#N.O.C1(P(C2C=CC=CC=2)C2C=CC=CC=2)C=CC=CC=1.C1(P(C2C=CC=CC=2)C2C=CC=CC=2)C=CC=CC=1.C1(P(C2C=CC=CC=2)C2C=CC=CC=2)C=CC=CC=1.C1(P(C2C=CC=CC=2)C2C=CC=CC=2)C=CC=CC=1.[Pd]. The product is [NH2:7][C:8]1[CH:13]=[CH:12][N:11]([C@H:14]2[C:18]([F:19])([F:20])[C@H:17]([OH:21])[C@@H:16]([CH2:28][O:29][C:30](=[O:39])[CH2:31][CH2:32][C:33]3[CH:38]=[CH:37][CH:36]=[CH:35][CH:34]=3)[O:15]2)[C:10](=[O:40])[N:9]=1. The yield is 0.330.